Dataset: Reaction yield outcomes from USPTO patents with 853,638 reactions. Task: Predict the reaction yield, written as a fraction of the theoretical maximum amount of product (1.0 means a 100% yield; for example, 0.34 means a 34% yield). (1) The reactants are [Cl-:1].[Cl:2][CH2:3][CH2:4][NH+:5]([CH2:15][CH2:16]Cl)[CH2:6][CH2:7][CH2:8][C:9]1[CH:14]=[CH:13][CH:12]=[CH:11][CH:10]=1.[CH3:18][C:19]1[CH:20]=[C:21]([CH2:25][CH2:26][NH2:27])[CH:22]=[CH:23][CH:24]=1.C(=O)([O-])[O-].[K+].[K+].[I-].[Na+]. The catalyst is CN(C=O)C.C(OCC)(=O)C.O. The product is [ClH:2].[ClH:1].[CH3:18][C:19]1[CH:20]=[C:21]([CH2:25][CH2:26][N:27]2[CH2:16][CH2:15][N:5]([CH2:6][CH2:7][CH2:8][C:9]3[CH:14]=[CH:13][CH:12]=[CH:11][CH:10]=3)[CH2:4][CH2:3]2)[CH:22]=[CH:23][CH:24]=1. The yield is 0.0500. (2) The reactants are [C:1]([C:3]1[CH:12]=[C:11]2[C:6]([N:7]=[C:8]([N:16]3[CH2:21][CH2:20][N:19](C(OC(C)(C)C)=O)[CH2:18][CH2:17]3)[C:9]3[N:10]2[N:13]=[N:14][N:15]=3)=[CH:5][CH:4]=1)#[N:2].[F:29][C:30]([F:35])([F:34])[C:31]([OH:33])=[O:32].CO. The catalyst is C(Cl)Cl. The product is [F:29][C:30]([F:35])([F:34])[C:31]([OH:33])=[O:32].[N:16]1([CH:8]2[NH:7][C:6]3[C:11](=[CH:12][C:3]([C:1]#[N:2])=[CH:4][CH:5]=3)[N:10]3[N:13]=[N:14][N:15]=[C:9]23)[CH2:17][CH2:18][NH:19][CH2:20][CH2:21]1. The yield is 0.600. (3) The reactants are [F:1][C:2]1[CH:3]=[CH:4][C:5]([O:15][CH3:16])=[C:6]([C:8]([CH3:14])([CH3:13])[CH2:9][C:10](=[O:12])[CH3:11])[CH:7]=1.[Br-:17].[Br-].[Br-].C([N+](C)(C)C)C1C=CC=CC=1.C([N+](C)(C)C)C1C=CC=CC=1.C([N+](C)(C)C)C1C=CC=CC=1. The catalyst is C(Cl)Cl.CO. The product is [Br:17][CH2:11][C:10](=[O:12])[CH2:9][C:8]([C:6]1[CH:7]=[C:2]([F:1])[CH:3]=[CH:4][C:5]=1[O:15][CH3:16])([CH3:13])[CH3:14]. The yield is 0.800. (4) The reactants are C([Li])(CC)C.CN(C)CCN(C)C.[CH2:14]([N:16]([CH2:26][CH3:27])[C:17](=[O:25])[C:18]1[CH:23]=[CH:22][C:21]([F:24])=[CH:20][CH:19]=1)[CH3:15].Br[C:29]1[C:34]([CH3:35])=[CH:33][CH:32]=[CH:31][N:30]=1.C([O-])(O)=O.[Na+]. The catalyst is C1COCC1.[Cl-].[Cl-].[Zn+2].C1C=CC([P]([Pd]([P](C2C=CC=CC=2)(C2C=CC=CC=2)C2C=CC=CC=2)([P](C2C=CC=CC=2)(C2C=CC=CC=2)C2C=CC=CC=2)[P](C2C=CC=CC=2)(C2C=CC=CC=2)C2C=CC=CC=2)(C2C=CC=CC=2)C2C=CC=CC=2)=CC=1. The product is [CH2:26]([N:16]([CH2:14][CH3:15])[C:17](=[O:25])[C:18]1[CH:23]=[CH:22][C:21]([F:24])=[CH:20][C:19]=1[C:29]1[C:34]([CH3:35])=[CH:33][CH:32]=[CH:31][N:30]=1)[CH3:27]. The yield is 0.460. (5) The reactants are C[O:2][C:3](=[O:36])[C:4]1[C:9]([O:10][CH:11]([F:13])[F:12])=[CH:8][CH:7]=[C:6]([N:14]2[C:18]([CH3:19])=[CH:17][CH:16]=[C:15]2[C:20]2[CH:25]=[C:24]([F:26])[CH:23]=[CH:22][C:21]=2[O:27][CH2:28][C:29]2[CH:34]=[CH:33][C:32]([F:35])=[CH:31][CH:30]=2)[CH:5]=1.[OH-].[Na+].Cl. The catalyst is C(O)C.C(Cl)Cl. The product is [F:26][C:24]1[CH:23]=[CH:22][C:21]([O:27][CH2:28][C:29]2[CH:30]=[CH:31][C:32]([F:35])=[CH:33][CH:34]=2)=[C:20]([C:15]2[N:14]([C:6]3[CH:5]=[C:4]([C:9]([O:10][CH:11]([F:12])[F:13])=[CH:8][CH:7]=3)[C:3]([OH:36])=[O:2])[C:18]([CH3:19])=[CH:17][CH:16]=2)[CH:25]=1. The yield is 0.790.